Task: Predict the reactants needed to synthesize the given product.. Dataset: Full USPTO retrosynthesis dataset with 1.9M reactions from patents (1976-2016) (1) Given the product [Cl:1][C:2]1[N:3]=[C:4]([C:9]([NH:16][C:17]2[CH:18]=[CH:19][C:20]([C:23]3[S:24][C:25]([C:29]([O:31][CH2:32][CH3:33])=[O:30])=[C:26]([CH3:28])[N:27]=3)=[CH:21][CH:22]=2)=[O:11])[NH:5][C:6]=1[CH2:7][CH3:8], predict the reactants needed to synthesize it. The reactants are: [Cl:1][C:2]1[N:3]=[C:4]([C:9]([OH:11])=O)[NH:5][C:6]=1[CH2:7][CH3:8].S(Cl)(Cl)=O.[NH2:16][C:17]1[CH:22]=[CH:21][C:20]([C:23]2[S:24][C:25]([C:29]([O:31][CH2:32][CH3:33])=[O:30])=[C:26]([CH3:28])[N:27]=2)=[CH:19][CH:18]=1. (2) Given the product [C:13]([O:12][C:11]([NH:10][CH:6]1[CH2:7][CH2:8][C:9]2[N:1]([C:19]3[S:20][C:21]([C:25]([O:27][CH2:28][CH3:29])=[O:26])=[C:22]([CH3:24])[N:23]=3)[N:2]=[CH:3][C:4]=2[CH2:5]1)=[O:17])([CH3:14])([CH3:16])[CH3:15], predict the reactants needed to synthesize it. The reactants are: [NH:1]1[C:9]2[CH2:8][CH2:7][CH:6]([NH:10][C:11](=[O:17])[O:12][C:13]([CH3:16])([CH3:15])[CH3:14])[CH2:5][C:4]=2[CH:3]=[N:2]1.Br[C:19]1[S:20][C:21]([C:25]([O:27][CH2:28][CH3:29])=[O:26])=[C:22]([CH3:24])[N:23]=1.N1CCC[C@H]1C(O)=O.C(=O)([O-])[O-].[K+].[K+]. (3) Given the product [CH2:1]([C:11]1[CH:12]=[C:13]2[C:18](=[CH:19][CH:20]=1)[CH:17]=[C:16]([C:21]([OH:23])=[O:22])[CH:15]=[CH:14]2)[CH2:2][CH2:3][CH2:4][CH2:5][CH2:6][CH2:7][CH2:8][CH2:9][CH3:10], predict the reactants needed to synthesize it. The reactants are: [CH2:1]([C:11]1[CH:12]=[C:13]2[C:18](=[CH:19][CH:20]=1)[CH:17]=[C:16]([C:21]([O:23]C)=[O:22])[CH:15]=[CH:14]2)[CH2:2][CH2:3][CH2:4][CH2:5][CH2:6][CH2:7][CH2:8][CH2:9][CH3:10].[Li+].[OH-]. (4) Given the product [N:15]1[CH:16]=[CH:17][N:18]2[CH:23]=[CH:22][C:21]([CH2:24][OH:25])=[N:20][C:19]=12, predict the reactants needed to synthesize it. The reactants are: C(O[BH-](OC(=O)C)OC(=O)C)(=O)C.[Na+].[N:15]1[CH:16]=[CH:17][N:18]2[CH:23]=[CH:22][C:21]([CH:24]=[O:25])=[N:20][C:19]=12. (5) Given the product [Br:1][C:2]1[CH:3]=[C:4]([CH2:8][CH2:9][C:10]2([CH3:18])[N:26]([CH2:25][C:24]3[CH:27]=[CH:28][C:21]([O:20][CH3:19])=[CH:22][CH:23]=3)[C:16](=[NH:17])[N:14]([CH3:15])[C:12](=[O:13])[CH2:11]2)[CH:5]=[CH:6][CH:7]=1, predict the reactants needed to synthesize it. The reactants are: [Br:1][C:2]1[CH:3]=[C:4]([CH2:8][CH2:9]/[C:10](/[CH3:18])=[CH:11]/[C:12]([N:14]([C:16]#[N:17])[CH3:15])=[O:13])[CH:5]=[CH:6][CH:7]=1.[CH3:19][O:20][C:21]1[CH:28]=[CH:27][C:24]([CH2:25][NH2:26])=[CH:23][CH:22]=1. (6) The reactants are: [Cl:1][C:2]1[CH:3]=[CH:4][C:5]([O:19]C)=[C:6]([C:8]2[O:9][CH:10]=[C:11]([CH2:13][C:14]([O:16][CH2:17][CH3:18])=[O:15])[N:12]=2)[CH:7]=1.ClC1C=CC(O)=C(CC2SC=C(CC(OCC)=O)N=2)C=1. Given the product [Cl:1][C:2]1[CH:3]=[CH:4][C:5]([OH:19])=[C:6]([C:8]2[O:9][CH:10]=[C:11]([CH2:13][C:14]([O:16][CH2:17][CH3:18])=[O:15])[N:12]=2)[CH:7]=1, predict the reactants needed to synthesize it. (7) Given the product [CH:43]1([CH:38]([O:37][C:35](=[O:36])[NH:1][C:2]2[CH:3]=[CH:4][C:5]([C:8]3[N:9]([CH:24]4[CH2:27][CH2:26][CH2:25]4)[C:10]4[C:15]([C:16]=3[C:17]#[N:18])=[CH:14][CH:13]=[C:12]([O:19][CH2:20][CH2:21][O:22][CH3:23])[CH:11]=4)=[CH:6][CH:7]=2)[CH3:39])[CH2:42][CH2:41]1, predict the reactants needed to synthesize it. The reactants are: [NH2:1][C:2]1[CH:7]=[CH:6][C:5]([C:8]2[N:9]([CH:24]3[CH2:27][CH2:26][CH2:25]3)[C:10]3[C:15]([C:16]=2[C:17]#[N:18])=[CH:14][CH:13]=[C:12]([O:19][CH2:20][CH2:21][O:22][CH3:23])[CH:11]=3)=[CH:4][CH:3]=1.N1C=CC=CC=1.Cl[C:35]([O:37][C:38]1[CH:43]=[CH:42][C:41]([N+]([O-])=O)=C[CH:39]=1)=[O:36].CC(C1CC1)O.